Dataset: In vitro SARS-CoV-2 activity screen of 1,480 approved drugs from Prestwick library. Task: Binary Classification. Given a drug SMILES string, predict its activity (active/inactive) in a high-throughput screening assay against a specified biological target. (1) The compound is O=c1oc2ccccc2c(O)c1Cc1c(O)c2ccccc2oc1=O. The result is 0 (inactive). (2) The drug is Cc1cccc(C)c1NC(=O)C1CCCCN1C.Cl. The result is 0 (inactive). (3) The compound is COc1ccccc1O. The result is 0 (inactive). (4) The compound is CN1CCN(CCCN2c3ccccc3Sc3ccc(C(F)(F)F)cc32)CC1.Cl.Cl. The result is 0 (inactive). (5) The compound is C=C(C)[C@H]1[C@@H]2C(=O)O[C@H]1[C@H]1OC(=O)[C@@]34O[C@@H]3C[C@]2(O)[C@@]14C. The result is 0 (inactive). (6) The compound is CN(Cc1cc(Br)cc(Br)c1N)C1CCCCC1.Cl. The result is 0 (inactive). (7) The molecule is C[N+](C)(C)CCOC(N)=O.[Cl-]. The result is 0 (inactive). (8) The drug is CN(CCCN1c2ccccc2CCc2ccccc21)CC(=O)c1ccc(Cl)cc1. The result is 0 (inactive). (9) The compound is CCO/C([O-])=N/c1c[n+](N2CCOCC2)no1. The result is 0 (inactive).